Dataset: Full USPTO retrosynthesis dataset with 1.9M reactions from patents (1976-2016). Task: Predict the reactants needed to synthesize the given product. The reactants are: [N:1]([CH2:4][CH:5]1[CH2:14][C@@H:13]2[C@:8]([CH3:17])([CH2:9][CH2:10][CH2:11][C:12]2([CH3:16])[CH3:15])[C@@H:7]([C:18]([C:20]2[CH:25]=[C:24]([O:26][CH3:27])[CH:23]=[C:22]([O:28][CH3:29])[CH:21]=2)=[O:19])[C@@H:6]1[CH3:30])=[N+]=[N-].C1(P(C2C=CC=CC=2)C2C=CC=CC=2)C=CC=CC=1.O. Given the product [CH3:29][O:28][C:22]1[CH:21]=[C:20]([C:18]([C@@H:7]2[C@:8]3([CH3:17])[C@H:13]([C:12]([CH3:15])([CH3:16])[CH2:11][CH2:10][CH2:9]3)[CH2:14][CH:5]([CH2:4][NH2:1])[C@H:6]2[CH3:30])=[O:19])[CH:25]=[C:24]([O:26][CH3:27])[CH:23]=1, predict the reactants needed to synthesize it.